From a dataset of Catalyst prediction with 721,799 reactions and 888 catalyst types from USPTO. Predict which catalyst facilitates the given reaction. (1) Reactant: [OH:1]OS([O-])=O.[K+].[C:7]([C:11]1[N:15]([CH2:16][CH:17]2[CH2:22][CH2:21][C:20]([F:24])([F:23])[CH2:19][CH2:18]2)[C:14]2[CH:25]=[CH:26][C:27]([S:29]([N:32]3[CH:36]=[C:35]([CH:37]=[O:38])[CH:34]=[N:33]3)(=[O:31])=[O:30])=[CH:28][C:13]=2[N:12]=1)([CH3:10])([CH3:9])[CH3:8]. Product: [C:7]([C:11]1[N:15]([CH2:16][CH:17]2[CH2:22][CH2:21][C:20]([F:24])([F:23])[CH2:19][CH2:18]2)[C:14]2[CH:25]=[CH:26][C:27]([S:29]([N:32]3[CH:36]=[C:35]([C:37]([OH:1])=[O:38])[CH:34]=[N:33]3)(=[O:31])=[O:30])=[CH:28][C:13]=2[N:12]=1)([CH3:10])([CH3:8])[CH3:9]. The catalyst class is: 3. (2) Reactant: [Cl:1][C:2]1[C:11]([C:12]([OH:14])=O)=[CH:10][C:9]2[C:4](=[CH:5][CH:6]=[CH:7][CH:8]=2)[N:3]=1.S(Cl)([Cl:17])=O. Product: [Cl:1][C:2]1[C:11]([C:12]([Cl:17])=[O:14])=[CH:10][C:9]2[C:4](=[CH:5][CH:6]=[CH:7][CH:8]=2)[N:3]=1. The catalyst class is: 3. (3) Reactant: [CH2:1]([O:8][C:9]1[C:14]([O:15][CH3:16])=[CH:13][C:12]([C:17]2[N:21]=[C:20]([CH3:22])[O:19][N:18]=2)=[C:11](I)[CH:10]=1)[C:2]1[CH:7]=[CH:6][CH:5]=[CH:4][CH:3]=1.[CH:24]([Si:27]([CH:32]([CH3:34])[CH3:33])([CH:29]([CH3:31])[CH3:30])[SH:28])([CH3:26])[CH3:25].O(C1C=CC=CC=1P(C1C=CC=CC=1)C1C=CC=CC=1)C1C=CC=CC=1P(C1C=CC=CC=1)C1C=CC=CC=1.C[Si]([N-][Si](C)(C)C)(C)C.[Na+].[O-][Si]([O-])=O.[Mg+2]. Product: [CH2:1]([O:8][C:9]1[C:14]([O:15][CH3:16])=[CH:13][C:12]([C:17]2[N:21]=[C:20]([CH3:22])[O:19][N:18]=2)=[C:11]([S:28][Si:27]([CH:29]([CH3:31])[CH3:30])([CH:32]([CH3:34])[CH3:33])[CH:24]([CH3:25])[CH3:26])[CH:10]=1)[C:2]1[CH:7]=[CH:6][CH:5]=[CH:4][CH:3]=1. The catalyst class is: 187. (4) Reactant: [F:1][C:2]([F:43])([F:42])[CH2:3][NH:4][C:5]([C:7]1([CH2:20][CH2:21][CH2:22][CH2:23][N:24]2[CH2:29][CH2:28][N:27]([C:30](=[O:41])[CH2:31][C:32]3[CH:37]=[CH:36][C:35]([N+:38]([O-])=O)=[CH:34][CH:33]=3)[CH2:26][CH2:25]2)[C:19]2[CH:18]=[CH:17][CH:16]=[CH:15][C:14]=2[C:13]2[C:8]1=[CH:9][CH:10]=[CH:11][CH:12]=2)=[O:6].[H][H]. Product: [F:42][C:2]([F:1])([F:43])[CH2:3][NH:4][C:5]([C:7]1([CH2:20][CH2:21][CH2:22][CH2:23][N:24]2[CH2:25][CH2:26][N:27]([C:30](=[O:41])[CH2:31][C:32]3[CH:33]=[CH:34][C:35]([NH2:38])=[CH:36][CH:37]=3)[CH2:28][CH2:29]2)[C:8]2[CH:9]=[CH:10][CH:11]=[CH:12][C:13]=2[C:14]2[C:19]1=[CH:18][CH:17]=[CH:16][CH:15]=2)=[O:6]. The catalyst class is: 94. (5) The catalyst class is: 1. Reactant: [CH2:1]([O:8][C:9]1[CH:14]=[CH:13][C:12]([CH2:15][CH2:16][C:17]([NH2:19])=O)=[CH:11][C:10]=1[O:20][CH3:21])[C:2]1[CH:7]=[CH:6][CH:5]=[CH:4][CH:3]=1.[H-].[H-].[H-].[H-].[Li+].[Al+3].O.[H-]. Product: [CH2:1]([O:8][C:9]1[CH:14]=[CH:13][C:12]([CH2:15][CH2:16][CH2:17][NH2:19])=[CH:11][C:10]=1[O:20][CH3:21])[C:2]1[CH:7]=[CH:6][CH:5]=[CH:4][CH:3]=1.